From a dataset of Full USPTO retrosynthesis dataset with 1.9M reactions from patents (1976-2016). Predict the reactants needed to synthesize the given product. (1) Given the product [NH:28]1[CH:27]=[C:26]([C:22]2[CH:21]=[C:20]3[C:25](=[CH:24][CH:23]=2)[N:17]([CH2:16][CH:13]2[CH2:14][CH2:15][N:10]([C:8](=[O:9])[CH2:7][C:1]4[CH:2]=[CH:3][CH:4]=[CH:5][CH:6]=4)[CH2:11][CH2:12]2)[N:18]=[CH:19]3)[CH:30]=[N:29]1, predict the reactants needed to synthesize it. The reactants are: [C:1]1([CH2:7][C:8]([N:10]2[CH2:15][CH2:14][CH:13]([CH2:16][N:17]3[C:25]4[C:20](=[CH:21][C:22]([C:26]5[CH:27]=[N:28][N:29](C6CCCCO6)[CH:30]=5)=[CH:23][CH:24]=4)[CH:19]=[N:18]3)[CH2:12][CH2:11]2)=[O:9])[CH:6]=[CH:5][CH:4]=[CH:3][CH:2]=1.C1(C)C=CC(S(O)(=O)=O)=CC=1.C(OCC)(=O)C. (2) Given the product [N:1]1([C:5]2[C:6]([C:19]3[CH:24]=[CH:23][C:22]([F:25])=[CH:21][CH:20]=3)=[N:7][C:8]3[C:13]([N:14]=2)=[CH:12][C:11]([C:15]([OH:17])=[O:16])=[CH:10][CH:9]=3)[CH2:2][CH2:3][CH2:4]1, predict the reactants needed to synthesize it. The reactants are: [N:1]1([C:5]2[C:6]([C:19]3[CH:24]=[CH:23][C:22]([F:25])=[CH:21][CH:20]=3)=[N:7][C:8]3[C:13]([N:14]=2)=[CH:12][C:11]([C:15]([O:17]C)=[O:16])=[CH:10][CH:9]=3)[CH2:4][CH2:3][CH2:2]1.[OH-].[Na+].Cl. (3) Given the product [NH2:1][C:4]1[CH:5]=[C:6]([NH:10]/[C:11](=[C:18]2\[C:19](=[O:27])[NH:20][C:21]3[C:26]\2=[CH:25][CH:24]=[CH:23][CH:22]=3)/[C:12]2[CH:17]=[CH:16][CH:15]=[CH:14][CH:13]=2)[CH:7]=[CH:8][CH:9]=1, predict the reactants needed to synthesize it. The reactants are: [N+:1]([C:4]1[CH:5]=[C:6]([NH:10]/[C:11](=[C:18]2\[C:19](=[O:27])[NH:20][C:21]3[C:26]\2=[CH:25][CH:24]=[CH:23][CH:22]=3)/[C:12]2[CH:17]=[CH:16][CH:15]=[CH:14][CH:13]=2)[CH:7]=[CH:8][CH:9]=1)([O-])=O.[H][H]. (4) Given the product [CH2:1]([N:8]1[C:13](=[O:14])[C:12]2[S:15][N:16]=[C:17]([CH3:18])[C:11]=2[N:10]=[C:9]1[CH:19]([Br:27])[CH2:20][CH3:21])[C:2]1[CH:3]=[CH:4][CH:5]=[CH:6][CH:7]=1, predict the reactants needed to synthesize it. The reactants are: [CH2:1]([N:8]1[C:13](=[O:14])[C:12]2[S:15][N:16]=[C:17]([CH3:18])[C:11]=2[N:10]=[C:9]1[CH2:19][CH2:20][CH3:21])[C:2]1[CH:7]=[CH:6][CH:5]=[CH:4][CH:3]=1.C([O-])(=O)C.[Na+].[Br:27]Br.CCOC(C)=O.